This data is from Catalyst prediction with 721,799 reactions and 888 catalyst types from USPTO. The task is: Predict which catalyst facilitates the given reaction. Reactant: [C:1]([C:4]1[CH:9]=[CH:8][C:7]([C:10]#[C:11][Si](C)(C)C)=[CH:6][CH:5]=1)([OH:3])=[O:2].[OH-].[K+]. Product: [C:10]([C:7]1[CH:8]=[CH:9][C:4]([C:1]([OH:3])=[O:2])=[CH:5][CH:6]=1)#[CH:11]. The catalyst class is: 5.